From a dataset of Forward reaction prediction with 1.9M reactions from USPTO patents (1976-2016). Predict the product of the given reaction. (1) The product is: [CH3:32][N:4]1[C:3](=[O:31])[CH:2]([CH3:1])[N:6]([C:7]2[CH:12]=[CH:11][C:10]([C:13]([N:15]3[CH2:16][CH2:17][N:18]([C:21]4[C:26]([CH3:27])=[CH:25][C:24]([CH3:28])=[C:23]([CH3:29])[N:22]=4)[CH2:19][CH2:20]3)=[O:14])=[CH:9][CH:8]=2)[C:5]1=[O:30]. Given the reactants [CH3:1][CH:2]1[N:6]([C:7]2[CH:12]=[CH:11][C:10]([C:13]([N:15]3[CH2:20][CH2:19][N:18]([C:21]4[C:26]([CH3:27])=[CH:25][C:24]([CH3:28])=[C:23]([CH3:29])[N:22]=4)[CH2:17][CH2:16]3)=[O:14])=[CH:9][CH:8]=2)[C:5](=[O:30])[NH:4][C:3]1=[O:31].[CH3:32]I, predict the reaction product. (2) Given the reactants [CH3:1][N:2]([CH2:4][CH2:5][CH:6]1[CH2:15][CH2:14][C:13]2[C:8](=[CH:9][CH:10]=[C:11]([OH:16])[CH:12]=2)[CH2:7]1)[CH3:3].[H-].[Na+].Cl[CH2:20][C:21]1[O:22][C:23]2[CH:29]=[CH:28][CH:27]=[CH:26][C:24]=2[CH:25]=1, predict the reaction product. The product is: [O:22]1[C:23]2[CH:29]=[CH:28][CH:27]=[CH:26][C:24]=2[CH:25]=[C:21]1[CH2:20][O:16][C:11]1[CH:12]=[C:13]2[C:8](=[CH:9][CH:10]=1)[CH2:7][CH:6]([CH2:5][CH2:4][N:2]([CH3:3])[CH3:1])[CH2:15][CH2:14]2. (3) Given the reactants [CH:1]1([CH2:4][NH2:5])[CH2:3][CH2:2]1.[Cl:6][C:7]1[N:12]=[C:11](Cl)[CH:10]=[C:9]([CH2:14][O:15][CH2:16][C:17]([F:20])([F:19])[F:18])[N:8]=1, predict the reaction product. The product is: [Cl:6][C:7]1[N:12]=[C:11]([NH:5][CH2:4][CH:1]2[CH2:3][CH2:2]2)[CH:10]=[C:9]([CH2:14][O:15][CH2:16][C:17]([F:20])([F:18])[F:19])[N:8]=1. (4) Given the reactants [NH2:1][C:2]1[CH:7]=[C:6]([F:8])[C:5]([Cl:9])=[CH:4][C:3]=1[S:10]([NH2:13])(=[O:12])=[O:11].[Cl:14][C:15]1[CH:20]=[CH:19][C:18](/[CH:21]=[CH:22]/[S:23](Cl)(=[O:25])=[O:24])=[CH:17][CH:16]=1, predict the reaction product. The product is: [Cl:9][C:5]1[C:6]([F:8])=[CH:7][C:2]([NH:1][S:23](/[CH:22]=[CH:21]/[C:18]2[CH:19]=[CH:20][C:15]([Cl:14])=[CH:16][CH:17]=2)(=[O:24])=[O:25])=[C:3]([S:10]([NH2:13])(=[O:12])=[O:11])[CH:4]=1. (5) Given the reactants [C:1]([O:5][C:6]([N:8]1[CH2:16][C:15]2[C:14]([N:17]([CH3:19])[CH3:18])=[N:13][C:12](Cl)=[N:11][C:10]=2[CH2:9]1)=[O:7])([CH3:4])([CH3:3])[CH3:2].C(N(CC)CC)C, predict the reaction product. The product is: [C:1]([O:5][C:6]([N:8]1[CH2:16][C:15]2[C:14]([N:17]([CH3:19])[CH3:18])=[N:13][CH:12]=[N:11][C:10]=2[CH2:9]1)=[O:7])([CH3:4])([CH3:3])[CH3:2].